Dataset: Full USPTO retrosynthesis dataset with 1.9M reactions from patents (1976-2016). Task: Predict the reactants needed to synthesize the given product. (1) Given the product [CH3:8][C:7]1([CH3:10])[CH:6]([NH:12][C:13](=[O:19])[O:14][C:15]([CH3:18])([CH3:16])[CH3:17])[C:5](=[O:20])[N:4]([C:21]2[CH:22]=[CH:23][CH:24]=[CH:25][CH:26]=2)[CH2:1][CH:2]=[CH:3]1, predict the reactants needed to synthesize it. The reactants are: [CH2:1]([N:4]([C:21]1[CH:26]=[CH:25][CH:24]=[CH:23][CH:22]=1)[C:5](=[O:20])[CH:6]([NH:12][C:13](=[O:19])[O:14][C:15]([CH3:18])([CH3:17])[CH3:16])[C:7](C)([CH3:10])[CH:8]=C)[CH:2]=[CH2:3]. (2) Given the product [CH2:13]([C@:15]1([OH:31])[C:27]2[CH:26]=[C:25]3[N:21]([CH2:22][C:23]4[C:24]3=[N:1][C:2]3[CH:9]=[C:8]([F:10])[C:7]([O:11][CH3:12])=[CH:6][C:3]=3[CH:4]=4)[C:20](=[O:29])[C:19]=2[CH2:18][O:17][C:16]1=[O:30])[CH3:14], predict the reactants needed to synthesize it. The reactants are: [NH2:1][C:2]1[CH:9]=[C:8]([F:10])[C:7]([O:11][CH3:12])=[CH:6][C:3]=1[CH:4]=O.[CH2:13]([C@:15]1([OH:31])[C:27]2[CH:26]=[C:25]3[N:21]([CH2:22][CH2:23][C:24]3=O)[C:20](=[O:29])[C:19]=2[CH2:18][O:17][C:16]1=[O:30])[CH3:14].C1(C)C=CC(S(O)(=O)=O)=CC=1. (3) Given the product [F:34][C:35]([F:48])([F:49])[C:36]1[CH:37]=[C:38]([C@@H:39]([OH:40])[C@H:2]([CH:3]=[CH2:4])[C:1]([N:6]2[C@@H:10]([C:11]3[CH:12]=[CH:13][CH:14]=[CH:15][CH:16]=3)[CH2:9][O:8][C:7]2=[O:17])=[O:5])[CH:41]=[C:42]([C:44]([F:47])([F:45])[F:46])[CH:43]=1, predict the reactants needed to synthesize it. The reactants are: [C:1]([N:6]1[C@@H:10]([C:11]2[CH:16]=[CH:15][CH:14]=[CH:13][CH:12]=2)[CH2:9][O:8][C:7]1=[O:17])(=[O:5])/[CH:2]=[CH:3]/[CH3:4].CCN(C(C)C)C(C)C.CN1C(=O)CCC1.[F:34][C:35]([F:49])([F:48])[C:36]1[CH:37]=[C:38]([CH:41]=[C:42]([C:44]([F:47])([F:46])[F:45])[CH:43]=1)[CH:39]=[O:40]. (4) Given the product [OH:8][C:9]1[CH:14]=[C:13]([OH:15])[C:12]([CH:23]([CH3:24])[CH3:25])=[CH:11][C:10]=1[C:26]([N:28]1[CH2:33][CH2:32][CH:31]([CH2:34][CH2:35][NH:44][C@H:43]([C:42]([O:41][C:37]([CH3:40])([CH3:38])[CH3:39])=[O:52])[CH2:45][C:46]2[CH:51]=[CH:50][CH:49]=[CH:48][CH:47]=2)[CH2:30][CH2:29]1)=[O:27], predict the reactants needed to synthesize it. The reactants are: C([O:8][C:9]1[CH:14]=[C:13]([O:15]CC2C=CC=CC=2)[C:12]([C:23]([CH3:25])=[CH2:24])=[CH:11][C:10]=1[C:26]([N:28]1[CH2:33][CH2:32][CH:31]([CH2:34][CH:35]=O)[CH2:30][CH2:29]1)=[O:27])C1C=CC=CC=1.[C:37]([O:41][C:42](=[O:52])[C@H:43]([CH2:45][C:46]1[CH:51]=[CH:50][CH:49]=[CH:48][CH:47]=1)[NH2:44])([CH3:40])([CH3:39])[CH3:38]. (5) Given the product [CH3:2][O:3][CH:4]=[C:31]1[CH2:30][CH2:29][C@@H:28]([C:34]([O:36][CH2:37][CH3:38])=[O:35])[C@@H:27]([CH3:26])[CH2:32]1, predict the reactants needed to synthesize it. The reactants are: [Cl-].[CH3:2][O:3][CH2:4][P+](C1C=CC=CC=1)(C1C=CC=CC=1)C1C=CC=CC=1.[H-].[Na+].[CH3:26][C@H:27]1[CH2:32][C:31](=O)[CH2:30][CH2:29][C@H:28]1[C:34]([O:36][CH2:37][CH3:38])=[O:35].O. (6) Given the product [OH:7][NH:6][C:4](=[O:5])[C:3]([CH3:2])([S:31]([CH3:34])(=[O:33])=[O:32])[CH2:14][CH2:15][N:16]1[CH:21]=[CH:20][C:19](/[CH:22]=[CH:23]/[C:24]2[CH:25]=[CH:26][CH:27]=[CH:28][CH:29]=2)=[CH:18][C:17]1=[O:30], predict the reactants needed to synthesize it. The reactants are: Cl.[CH3:2][C@@:3]([S:31]([CH3:34])(=[O:33])=[O:32])([CH2:14][CH2:15][N:16]1[CH:21]=[CH:20][C:19](/[CH:22]=[CH:23]/[C:24]2[CH:29]=[CH:28][CH:27]=[CH:26][CH:25]=2)=[CH:18][C:17]1=[O:30])[C:4]([NH:6][O:7]C1CCCCO1)=[O:5]. (7) Given the product [Br:14][CH2:1][C:2]([C:4]1[CH:9]=[CH:8][C:7]([O:10][CH3:11])=[C:6]([O:12][CH3:13])[CH:5]=1)=[O:3], predict the reactants needed to synthesize it. The reactants are: [CH3:1][C:2]([C:4]1[CH:9]=[CH:8][C:7]([O:10][CH3:11])=[C:6]([O:12][CH3:13])[CH:5]=1)=[O:3].[Br:14]Br. (8) Given the product [CH3:33][N:32]1[C:25]2[N:26]([C:27](=[O:29])[N:28]=[C:23]([O:19][CH2:18][C:15]3[CH:16]=[CH:17][C:12]([O:11][C:9]4[CH:8]=[CH:7][N:6]=[C:5]([C:4]([F:3])([F:20])[F:21])[CH:10]=4)=[CH:13][CH:14]=3)[CH:24]=2)[CH2:30][CH2:31]1, predict the reactants needed to synthesize it. The reactants are: [H-].[Na+].[F:3][C:4]([F:21])([F:20])[C:5]1[CH:10]=[C:9]([O:11][C:12]2[CH:17]=[CH:16][C:15]([CH2:18][OH:19])=[CH:14][CH:13]=2)[CH:8]=[CH:7][N:6]=1.Cl[C:23]1[CH:24]=[C:25]2[N:32]([CH3:33])[CH2:31][CH2:30][N:26]2[C:27](=[O:29])[N:28]=1.